This data is from Full USPTO retrosynthesis dataset with 1.9M reactions from patents (1976-2016). The task is: Predict the reactants needed to synthesize the given product. (1) Given the product [CH2:1]([O:3][C:4]1[N:9]=[C:8]([NH:10][C:11]([N:32]2[C@@H:33]3[CH2:37][N:36]([CH2:35][CH2:34]3)[C:30]3[CH:29]=[CH:28][C:27]([C:25]4[CH:24]=[CH:23][N:22]=[C:21]([CH3:20])[CH:26]=4)=[N:38][C:31]2=3)=[O:19])[CH:7]=[N:6][CH:5]=1)[CH3:2], predict the reactants needed to synthesize it. The reactants are: [CH2:1]([O:3][C:4]1[N:9]=[C:8]([NH:10][C:11](=[O:19])OC2C=CC=CC=2)[CH:7]=[N:6][CH:5]=1)[CH3:2].[CH3:20][C:21]1[CH:26]=[C:25]([C:27]2[CH:28]=[CH:29][C:30]3[N:36]4[CH2:37][C@H:33]([CH2:34][CH2:35]4)[NH:32][C:31]=3[N:38]=2)[CH:24]=[CH:23][N:22]=1.CO. (2) The reactants are: [CH2:1]([O:3][C:4]1[CH:5]=[C:6]([N:13]2[CH2:18][CH2:17][N:16]([CH:19]3[CH2:24][CH2:23][NH:22][CH2:21][CH2:20]3)[CH2:15][CH2:14]2)[CH:7]=[CH:8][C:9]=1[N+:10]([O-:12])=[O:11])[CH3:2].[CH:25]([S:27]([CH3:30])(=[O:29])=[O:28])=[CH2:26]. Given the product [CH2:1]([O:3][C:4]1[CH:5]=[C:6]([N:13]2[CH2:14][CH2:15][N:16]([CH:19]3[CH2:24][CH2:23][N:22]([CH2:26][CH2:25][S:27]([CH3:30])(=[O:29])=[O:28])[CH2:21][CH2:20]3)[CH2:17][CH2:18]2)[CH:7]=[CH:8][C:9]=1[N+:10]([O-:12])=[O:11])[CH3:2], predict the reactants needed to synthesize it. (3) Given the product [Br:1][C:2]1[N:7]=[C:6]([C:8]([NH:27][S:24]([CH3:23])(=[O:26])=[O:25])=[O:10])[CH:5]=[CH:4][CH:3]=1, predict the reactants needed to synthesize it. The reactants are: [Br:1][C:2]1[N:7]=[C:6]([C:8]([OH:10])=O)[CH:5]=[CH:4][CH:3]=1.C(N1C=CN=C1)(N1C=CN=C1)=O.[CH3:23][S:24]([NH2:27])(=[O:26])=[O:25].C1(C2CCCCCCCCCC=2)CCCCCCCCNN=1. (4) Given the product [F:1][C:2]1[CH:7]=[C:6]([N:8]([CH2:21][C:22]2[CH:23]=[C:24]([C:28]3[C:33]([CH3:34])=[CH:32][C:31]([O:35][CH2:36][C:37]4([OH:43])[CH2:42][CH2:41][S:40](=[O:60])[CH2:39][CH2:38]4)=[CH:30][C:29]=3[CH3:44])[CH:25]=[CH:26][CH:27]=2)[S:9]([C:12]2[CH:17]=[CH:16][CH:15]=[CH:14][C:13]=2[N+:18]([O-:20])=[O:19])(=[O:10])=[O:11])[CH:5]=[CH:4][C:3]=1[CH2:45][CH2:46][C:47]([O:49][CH2:50][CH3:51])=[O:48], predict the reactants needed to synthesize it. The reactants are: [F:1][C:2]1[CH:7]=[C:6]([N:8]([CH2:21][C:22]2[CH:23]=[C:24]([C:28]3[C:33]([CH3:34])=[CH:32][C:31]([O:35][CH2:36][C:37]4([OH:43])[CH2:42][CH2:41][S:40][CH2:39][CH2:38]4)=[CH:30][C:29]=3[CH3:44])[CH:25]=[CH:26][CH:27]=2)[S:9]([C:12]2[CH:17]=[CH:16][CH:15]=[CH:14][C:13]=2[N+:18]([O-:20])=[O:19])(=[O:11])=[O:10])[CH:5]=[CH:4][C:3]=1[CH2:45][CH2:46][C:47]([O:49][CH2:50][CH3:51])=[O:48].ClC1C=CC=C(C(OO)=[O:60])C=1.